From a dataset of Full USPTO retrosynthesis dataset with 1.9M reactions from patents (1976-2016). Predict the reactants needed to synthesize the given product. (1) Given the product [F:1][C:2]1[CH:39]=[C:6]2[CH:7]=[CH:8][C:9]3=[N:10][NH:11][C:12]4[C:13](=[CH:14][N:15]([CH3:38])[CH2:16][C:17]=4[C:18]4[CH2:19][CH2:20][N:21]([CH:24]5[CH2:25][CH2:26][C:27](=[CH:30][C:31]([OH:33])=[O:32])[CH2:28][CH2:29]5)[CH2:22][CH:23]=4)[C:4](=[C:5]23)[CH:3]=1, predict the reactants needed to synthesize it. The reactants are: [F:1][C:2]1[CH:39]=[C:6]2[CH:7]=[CH:8][C:9]3=[N:10][NH:11][C:12]4[C:13](=[CH:14][N:15]([CH3:38])[CH2:16][C:17]=4[C:18]4[CH2:19][CH2:20][N:21]([CH:24]5[CH2:29][CH2:28][C:27](=[CH:30][C:31]([O:33]C(C)(C)C)=[O:32])[CH2:26][CH2:25]5)[CH2:22][CH:23]=4)[C:4](=[C:5]23)[CH:3]=1.ClCCl.FC(F)(F)C(O)=O. (2) Given the product [CH:1]([CH:4]1[N:9]([C:22]2[N:27]=[C:26]([C:28]([F:29])([F:30])[F:31])[C:25]([C:32](=[O:34])[CH3:33])=[CH:24][N:23]=2)[CH2:8][CH2:7][N:6]2[C:10]3[CH:16]=[C:15]([S:17]([CH3:20])(=[O:18])=[O:19])[CH:14]=[CH:13][C:11]=3[N:12]=[C:5]12)([CH3:3])[CH3:2], predict the reactants needed to synthesize it. The reactants are: [CH:1]([CH:4]1[NH:9][CH2:8][CH2:7][N:6]2[C:10]3[CH:16]=[C:15]([S:17]([CH3:20])(=[O:19])=[O:18])[CH:14]=[CH:13][C:11]=3[N:12]=[C:5]12)([CH3:3])[CH3:2].Cl[C:22]1[N:27]=[C:26]([C:28]([F:31])([F:30])[F:29])[C:25]([C:32](=[O:34])[CH3:33])=[CH:24][N:23]=1.CCN(C(C)C)C(C)C. (3) Given the product [CH3:33][O:32][C:30](=[O:31])[C:27]1[CH:28]=[CH:29][C:24]([N:22]([C:21](=[O:34])[CH2:20][N:18]([C:17]([C@@H:9]2[CH2:10][C@@H:11]([S:13][C:14](=[O:16])[CH3:15])[CH2:12][NH:8]2)=[O:35])[CH3:19])[CH3:23])=[CH:25][CH:26]=1, predict the reactants needed to synthesize it. The reactants are: C(OC([N:8]1[CH2:12][C@H:11]([S:13][C:14](=[O:16])[CH3:15])[CH2:10][C@H:9]1[C:17](=[O:35])[N:18]([CH2:20][C:21](=[O:34])[N:22]([C:24]1[CH:29]=[CH:28][C:27]([C:30]([O:32][CH3:33])=[O:31])=[CH:26][CH:25]=1)[CH3:23])[CH3:19])=O)(C)(C)C.C(O)(C(F)(F)F)=O. (4) Given the product [CH:14]([N:17]1[CH2:22][CH2:21][N:20]([C:23]2[CH:24]=[C:25]([O:36][CH3:37])[CH:26]=[C:27]3[C:32]=2[O:31][CH:30]([C:33]([NH:13][C:10]2[CH:9]=[CH:8][C:7]([N:1]4[CH2:2][CH2:3][O:4][CH2:5][CH2:6]4)=[CH:12][CH:11]=2)=[O:34])[CH2:29][CH2:28]3)[CH2:19][CH2:18]1)([CH3:16])[CH3:15], predict the reactants needed to synthesize it. The reactants are: [N:1]1([C:7]2[CH:12]=[CH:11][C:10]([NH2:13])=[CH:9][CH:8]=2)[CH2:6][CH2:5][O:4][CH2:3][CH2:2]1.[CH:14]([N:17]1[CH2:22][CH2:21][N:20]([C:23]2[CH:24]=[C:25]([O:36][CH3:37])[CH:26]=[C:27]3[C:32]=2[O:31][CH:30]([C:33](O)=[O:34])[CH2:29][CH2:28]3)[CH2:19][CH2:18]1)([CH3:16])[CH3:15]. (5) The reactants are: C([Mg]Cl)(C)C.[S:6]1[CH:10]=[CH:9][N:8]=[CH:7]1.[C:11]1([C:24]2[CH:29]=[CH:28][CH:27]=[CH:26][CH:25]=2)[CH:16]=[CH:15][C:14]([CH2:17][C:18](N(OC)C)=[O:19])=[CH:13][CH:12]=1. Given the product [C:11]1([C:24]2[CH:25]=[CH:26][CH:27]=[CH:28][CH:29]=2)[CH:12]=[CH:13][C:14]([CH2:17][C:18]([C:7]2[S:6][CH:10]=[CH:9][N:8]=2)=[O:19])=[CH:15][CH:16]=1, predict the reactants needed to synthesize it. (6) The reactants are: [Cl:1][C:2]1[N:6]([CH3:7])[N:5]=[C:4]([CH3:8])[C:3]=1C=O.S(Cl)([Cl:14])(=O)=O. Given the product [Cl:14][C:3]1[C:4]([CH3:8])=[N:5][N:6]([CH3:7])[C:2]=1[Cl:1], predict the reactants needed to synthesize it. (7) Given the product [CH3:1][O:2][C:3]1[CH:4]=[C:5]([CH2:17][C:18]([O:20][CH2:21][CH3:22])=[O:19])[CH:6]=[CH:7][C:8]=1[C:25]1[C:24]([CH3:23])=[CH:28][S:27][CH:26]=1, predict the reactants needed to synthesize it. The reactants are: [CH3:1][O:2][C:3]1[CH:4]=[C:5]([CH2:17][C:18]([O:20][CH2:21][CH3:22])=[O:19])[CH:6]=[CH:7][C:8]=1OS(C(F)(F)F)(=O)=O.[CH3:23][C:24]1[C:25](B(O)O)=[CH:26][S:27][CH:28]=1.